The task is: Predict the reactants needed to synthesize the given product.. This data is from Full USPTO retrosynthesis dataset with 1.9M reactions from patents (1976-2016). (1) Given the product [S:8]1[C:3]2[CH:4]=[CH:5][CH:6]=[CH:7][C:2]=2[N:1]=[N:10]1, predict the reactants needed to synthesize it. The reactants are: [NH2:1][C:2]1[CH:7]=[CH:6][CH:5]=[CH:4][C:3]=1[SH:8].Cl.[N:10]([O-])=O.[Na+].C(=O)([O-])[O-].[K+].[K+]. (2) Given the product [F:6][C:7]1[CH:8]=[C:9]2[C:13](=[C:14]([C:17]([OH:19])=[O:18])[C:15]=1[F:16])[NH:12][CH:11]=[CH:10]2, predict the reactants needed to synthesize it. The reactants are: C([Li])CCC.[F:6][C:7]1[CH:8]=[C:9]2[C:13](=[CH:14][C:15]=1[F:16])[NH:12][CH:11]=[CH:10]2.[C:17](=[O:19])=[O:18].O. (3) The reactants are: [CH2:1]([C:5]1([C:33]2[CH:38]=[CH:37][CH:36]=[CH:35][CH:34]=2)[C:9]2[CH2:10][N:11]([C:14]([NH:16][CH2:17][C:18]3[CH:23]=[CH:22][CH:21]=[CH:20][C:19]=3[NH:24]C(=O)OC(C)(C)C)=[O:15])[CH2:12][CH2:13][C:8]=2[C:7](=[O:32])[O:6]1)[CH:2]([CH3:4])[CH3:3].C(O)(C(F)(F)F)=O. Given the product [NH2:24][C:19]1[CH:20]=[CH:21][CH:22]=[CH:23][C:18]=1[CH2:17][NH:16][C:14]([N:11]1[CH2:12][CH2:13][C:8]2[C:7](=[O:32])[O:6][C:5]([CH2:1][CH:2]([CH3:3])[CH3:4])([C:33]3[CH:38]=[CH:37][CH:36]=[CH:35][CH:34]=3)[C:9]=2[CH2:10]1)=[O:15], predict the reactants needed to synthesize it. (4) Given the product [OH:2][C:3]1[CH:4]=[CH:5][C:6]([C:9]2[CH:16]3[CH:12]([CH2:13][CH2:14][CH2:15]3)[C:11](=[O:17])[C:10]=2[C:18]2[CH:19]=[CH:20][CH:21]=[CH:22][CH:23]=2)=[CH:7][CH:8]=1, predict the reactants needed to synthesize it. The reactants are: C[O:2][C:3]1[CH:8]=[CH:7][C:6]([C:9]2[CH:16]3[CH:12]([CH2:13][CH2:14][CH2:15]3)[C:11](=[O:17])[C:10]=2[C:18]2[CH:23]=[CH:22][CH:21]=[CH:20][CH:19]=2)=[CH:5][CH:4]=1.B(F)(F)F.S(C)C.O. (5) Given the product [N:32]([CH2:12][C@H:13]1[CH2:22][CH2:21][C:20]2[C:15](=[C:16]([C:24]3[CH:29]=[C:28]([Cl:30])[CH:27]=[CH:26][C:25]=3[Cl:31])[CH:17]=[C:18]([F:23])[CH:19]=2)[O:14]1)=[N+:33]=[N-:34], predict the reactants needed to synthesize it. The reactants are: CC1C=CC(S(O[CH2:12][C@H:13]2[CH:22]=[CH:21][C:20]3[C:15](=[C:16]([C:24]4[CH:29]=[C:28]([Cl:30])[CH:27]=[CH:26][C:25]=4[Cl:31])[CH:17]=[C:18]([F:23])[CH:19]=3)[O:14]2)(=O)=O)=CC=1.[N-:32]=[N+:33]=[N-:34].[Na+]. (6) Given the product [C:49]([O:53][C:54]([NH:56][C@H:57]([C@@H:66]([O:68][Si:69]([C:72]([CH3:74])([CH3:73])[CH3:75])([CH3:70])[CH3:71])[CH3:67])[C:58](=[O:65])[CH:59]([CH2:30][C:31]([C:33]1[C:42]([F:43])=[CH:41][CH:40]=[C:39]2[C:34]=1[N:35]=[C:36]([NH:45][CH:46]1[CH2:48][CH2:47]1)[C:37]([CH3:44])=[N:38]2)=[O:32])[C:60]([O:62][CH2:63][CH3:64])=[O:61])=[O:55])([CH3:52])([CH3:50])[CH3:51], predict the reactants needed to synthesize it. The reactants are: C1(NC2C(C)=NC3C(N=2)=C(C2NC4[C@H]([C@H](O)C)NC(=O)C=4C=2)C(F)=CC=3)CC1.Br[CH2:30][C:31]([C:33]1[C:42]([F:43])=[CH:41][CH:40]=[C:39]2[C:34]=1[N:35]=[C:36]([NH:45][CH:46]1[CH2:48][CH2:47]1)[C:37]([CH3:44])=[N:38]2)=[O:32].[C:49]([O:53][C:54]([NH:56][C@H:57]([C@@H:66]([O:68][Si:69]([C:72]([CH3:75])([CH3:74])[CH3:73])([CH3:71])[CH3:70])[CH3:67])[C:58](=[O:65])[CH2:59][C:60]([O:62][CH2:63][CH3:64])=[O:61])=[O:55])([CH3:52])([CH3:51])[CH3:50].C([O-])([O-])=O.[K+].[K+]. (7) Given the product [F:18][C:17]1[C:12]2[N:13]([C:9]([C:4]3[CH:5]=[CH:6][C:7]([F:8])=[C:2]([C:28]4[CH:29]=[CH:30][CH:31]=[C:32]5[C:27]=4[CH:26]=[CH:25][N:24]=[CH:23]5)[CH:3]=3)=[CH:10][N:11]=2)[CH:14]=[CH:15][C:16]=1[C:19]([OH:22])([CH3:21])[CH3:20], predict the reactants needed to synthesize it. The reactants are: Cl[C:2]1[CH:3]=[C:4]([C:9]2[N:13]3[CH:14]=[CH:15][C:16]([C:19]([OH:22])([CH3:21])[CH3:20])=[C:17]([F:18])[C:12]3=[N:11][CH:10]=2)[CH:5]=[CH:6][C:7]=1[F:8].[CH:23]1[C:32]2[CH:31]=[CH:30][CH:29]=[C:28](B(O)O)[C:27]=2[CH:26]=[CH:25][N:24]=1.